Predict the reaction yield, written as a fraction of the theoretical maximum amount of product (1.0 means a 100% yield; for example, 0.34 means a 34% yield). From a dataset of Reaction yield outcomes from USPTO patents with 853,638 reactions. (1) The reactants are Cl[CH2:2][C:3]1[NH:7][C:6]2[CH:8]=[CH:9][C:10]([C:12]3[C:20]4[C:15](=[CH:16][C:17]([F:21])=[CH:18][CH:19]=4)[N:14]([S:22]([C:25]4[CH:30]=[CH:29][CH:28]=[CH:27][CH:26]=4)(=[O:24])=[O:23])[CH:13]=3)=[CH:11][C:5]=2[N:4]=1.[NH:31]1[CH2:36][CH2:35][O:34][CH2:33][CH2:32]1. The yield is 0.500. The product is [F:21][C:17]1[CH:16]=[C:15]2[C:20]([C:12]([C:10]3[CH:9]=[CH:8][C:6]4[NH:7][C:3]([CH2:2][N:31]5[CH2:36][CH2:35][O:34][CH2:33][CH2:32]5)=[N:4][C:5]=4[CH:11]=3)=[CH:13][N:14]2[S:22]([C:25]2[CH:26]=[CH:27][CH:28]=[CH:29][CH:30]=2)(=[O:23])=[O:24])=[CH:19][CH:18]=1. The catalyst is CN(C=O)C.CCOC(C)=O. (2) The product is [CH3:1][O:2][C:3]1[CH:4]=[C:5]2[C:9](=[CH:10][CH:11]=1)[NH:8][C:7]([CH2:12][CH2:13][CH3:14])=[C:6]2/[CH:15]=[CH:18]/[C:17]([C:20]1[CH:25]=[CH:24][N:23]=[CH:22][CH:21]=1)=[O:19]. The reactants are [CH3:1][O:2][C:3]1[CH:4]=[C:5]2[C:9](=[CH:10][CH:11]=1)[NH:8][C:7]([CH2:12][CH2:13][CH3:14])=[C:6]2[CH:15]=O.[C:17]([C:20]1[CH:25]=[CH:24][N:23]=[CH:22][CH:21]=1)(=[O:19])[CH3:18].N1CCCCC1. The yield is 0.850. The catalyst is CO.